Dataset: Full USPTO retrosynthesis dataset with 1.9M reactions from patents (1976-2016). Task: Predict the reactants needed to synthesize the given product. Given the product [F:1][C:2]([F:7])([F:6])[C:3]([OH:5])=[O:4].[F:8][C:9]([F:14])([F:13])[C:10]([OH:12])=[O:11].[Cl:22][C:23]1[CH:24]=[N:25][C:26]2[NH:27][C:28]3[CH:29]=[N:30][CH:31]=[C:32]([CH:54]=3)[CH2:33][CH2:34][C:35]3[CH:43]=[C:39]([NH:40][C:41]=1[N:42]=2)[CH:38]=[CH:37][C:36]=3[O:44][CH2:45][C:46]([N:47]1[CH2:52][CH2:51][N:50]([C:56]([O:58][CH3:59])=[O:57])[CH2:49][CH2:48]1)=[O:53], predict the reactants needed to synthesize it. The reactants are: [F:1][C:2]([F:7])([F:6])[C:3]([OH:5])=[O:4].[F:8][C:9]([F:14])([F:13])[C:10]([OH:12])=[O:11].FC(F)(F)C(O)=O.[Cl:22][C:23]1[CH:24]=[N:25][C:26]2[NH:27][C:28]3[CH:29]=[N:30][CH:31]=[C:32]([CH:54]=3)[CH2:33][CH2:34][C:35]3[CH:43]=[C:39]([NH:40][C:41]=1[N:42]=2)[CH:38]=[CH:37][C:36]=3[O:44][CH2:45][C:46](=[O:53])[N:47]1[CH2:52][CH2:51][NH:50][CH2:49][CH2:48]1.Cl[C:56]([O:58][CH3:59])=[O:57].